Regression. Given a peptide amino acid sequence and an MHC pseudo amino acid sequence, predict their binding affinity value. This is MHC class II binding data. From a dataset of Peptide-MHC class II binding affinity with 134,281 pairs from IEDB. (1) The binding affinity (normalized) is 0.449. The MHC is HLA-DQA10101-DQB10501 with pseudo-sequence HLA-DQA10101-DQB10501. The peptide sequence is EKTYFAATQFEPLAA. (2) The peptide sequence is LSSNDLAKYKANWIE. The MHC is DRB1_1001 with pseudo-sequence DRB1_1001. The binding affinity (normalized) is 0.421.